Dataset: Drug-target binding data from BindingDB using Ki measurements. Task: Regression. Given a target protein amino acid sequence and a drug SMILES string, predict the binding affinity score between them. We predict pKi (pKi = -log10(Ki in M); higher means stronger inhibition). Dataset: bindingdb_ki. (1) The pKi is 6.3. The compound is NCCc1ccc(S(N)(=O)=O)cc1. The target protein sequence is MKKRFSFIFIFLVALPLYSANNVAAPLIDLGAEAKKQAQKSAATQSAVPEKESATKVAEKQKEPEEKAKPEPKKPPHWGYFGEEGPQYWGELAPEFSTCKTGKNQSPINLKPQTAVGTTSLPGFDVYYRETALKLINNGHTLQVNIPLGSYIKINGHRYELLQYHFHTPSEHQRDGFNYPMEMHLVHKDGDGNLAVIAILFQEGEENETLAKLMSFLPQTLKKQEIHESVKIHPAKFFPADKKFYKYSGSLTTPPCSEGVYWMVFKQPIQASVTQLEKMHEYLGSNARPVQRQNARTLLKSWPDRNRANTVYEFY. (2) The compound is O=C(O)C(O)CCCCCCOP(=O)(O)O. The target protein (Q9JZ55) has sequence MDIKINDITLGNNSPFVLFGGINVLESLDSTLQTCAHYVEVTRKLGIPYIFKASFDKANRSSIHSYRGVGLEEGLKIFEKVKAEFGIPVITDVHEPHQCQPVAEVCDVIQLPAFLARQTDLVVAMAKTGNVVNIKKPQFLSPSQMKNIVEKFHEAGNGKLILCERGSSFGYDNLVVDMLGFGVMKQTCGNLPVIFDVTHSLQTRDAGSAASGGRRAQALDLALAGMATRLAGLFLESHPDPKLAKCDGPSALPLHLLEDFLIRIKALDDLIKSQPILTIE. The pKi is 3.6. (3) The small molecule is COc1ccccc1N1CCN(C[C@@H](C(=O)NC(C)(C)C)c2ccccc2)CC1. The pKi is 6.1. The target protein sequence is MAFLPGNSSDCSNCTHSVGPVNISKAILLGVILGGLIVFGVLGNILVILSVACHRHLQSVTHYYIINLAVADLLLTSTVLPFSATMEILGYWAFGRIFCNIWAAVDVLCCTASIMSLCIISIDRYIGVSYPLRYPSIVTEKRGLLALLCVWALSLVISIGPLFGWKEPAPEDETICQITEEPGYVLFSALGSFYLPLTIILVMYCRVYVVAKRENKGLSSGLKTERSHSEQVTLRIHRKNAPGASGSASNPKSKHHFSVRLLKFSREKKAAKTLGIVVGCFVLCWLPFFVVMPLGSFFPAVKPPDTLFKITFWLGYLNSCINPIIYPCSSQEFKKAFQNVLRVQCLPRKQAAKKQSPSFNLNHPASPSTESSRGVVRIPVGSGETFYKISKSDGVCEWKIFSAVQSMPAKTAVSKDCTAAKVKSKGFLQECCCAGTSGNRGHENCKVPTIKIHTISLSESGEDV. (4) The drug is Fc1ccc(C(OCCN2CCN(CCCc3ccccc3)CC2)c2ccc(F)cc2)cc1. The target is MLLARMKPQVQPELGGADQ. The pKi is 7.1. (5) The small molecule is CC(C)(C)c1ccc(NC(=O)N2CCN(c3ncccc3Cl)CC2)cc1. The target protein (P10683) has sequence MARGSVILLAWLLLVATLSATLGLGMPTKEKRGWTLNSAGYLLGPHAIDNHRSFSDKHGLTGKRELPLEVEEGRLGSVAVPLPESNIVRTIMEFLSFLHLKEAGALDSLPGIPLATSSEDLEQS. The pKi is 5.0. (6) The small molecule is CCCCCCCCCCCCCCc1ccc(NC(=O)C2(/C(N)=N/O)CC2)cc1. The target protein (Q9JIA7) has sequence MAPPPLLPVAASTPILHGEFGSYPANGPRFALTLTTQALHIQRLRPKPEARPRDGLVSLDEVSGCGTLQSRSPEDTAAYFCIYTYPRGRRGGRRRATRTFRADGATTYEENRAEAQRWATALTCLLRGVPLSGDQEITPELLPRKPRLLILVNPFGGRGLAWQRCMDHVVPMISEAGLSFNLIQTERQNHARELVQGLSLSEWEGIVTVSGDGLLYEVLNGLLDRPDWEDAVRMPIGVLPCGSGNALAGAVNHHGGFEQVVGVDLLLNCSLLLCRGGSHPLDLLSVTLASGSRCFSFLSVAWGFLSDVDIHSERFRALGSARFTLGAVLGLASLHTYRGRLSYLPATTEPALPIPGHSLPRAKSELVLAPAPAPAATHSPLHRSVSDLPLPLPQPALVSPGSPEPLPDLSLNGGGPELTGDWGGAGDAPLSPDPLLPSSPNALKTAQLSPIAEGPPEMPASSGFLPPTHSAPEASTWGPVDHLLPPLGSPLPQDWVTIEG.... The pKi is 4.0. (7) The compound is Clc1cccc(Cl)c1N=C1NCCN1. The target protein sequence is VYIIQITDGSHEWTVKHRYSDFHDLHEKLVAEKKIDRSLLPPKKIIGKNSRSLVEKREKDLEIYLQTLLATFPDVAPRVLAQFLHFHFYEINGITAALAEELFEKGEQLLGAGEVFAIGPLQLYAVTEQLQQGKPTCASGDAKTDLGHILDFTCRLKYLKVSGTEGPFGTSNIQEQLLPFDLSIFKSLHQVEISHCDARRIRGLVASKPTLATMSVRFSATSMKEVLVPEASEFDEWEPAGAALEGPVTAVIPTWQALTALDLSHNSISEIDDSVKLIPKIEFLDLSHNGVLVMNNLQHLYNLVHVDLSYNKLSSLEGAHTKLGNIKTLNLAGNLLRHLSGLHKLYSLVNLDLSDNRIEQMEEVRSIGSLPCLEHVALLNNPLSIIPDYRTKVLAQFGERASEVCLDNTVTTEKELDTVEVLKAIQKAKEVKSKLSNPEKKVSEDSRLSAAPCVRPSSSPPSAAPTSASLPQPILSNQGIMFVQEEALASSLSSTDSLTP.... The pKi is 7.5.